From a dataset of Forward reaction prediction with 1.9M reactions from USPTO patents (1976-2016). Predict the product of the given reaction. (1) Given the reactants [CH3:1][C:2]1([CH3:14])[CH2:11][CH2:10][C:9]2[C:4](=[CH:5][CH:6]=[C:7]([CH:12]=O)[CH:8]=2)[O:3]1.[CH3:15][CH:16]([CH3:32])[C:17]([NH:19][C:20]1[CH:25]=[CH:24][CH:23]=[C:22]([CH:26]2[CH2:31][CH2:30][NH:29][CH2:28][CH2:27]2)[CH:21]=1)=[O:18], predict the reaction product. The product is: [CH3:1][C:2]1([CH3:14])[CH2:11][CH2:10][C:9]2[C:4](=[CH:5][CH:6]=[C:7]([CH2:12][N:29]3[CH2:30][CH2:31][CH:26]([C:22]4[CH:21]=[C:20]([NH:19][C:17](=[O:18])[CH:16]([CH3:15])[CH3:32])[CH:25]=[CH:24][CH:23]=4)[CH2:27][CH2:28]3)[CH:8]=2)[O:3]1. (2) The product is: [Br:21][CH2:18][C:9]1[CH:10]=[C:11]([C:14]([F:17])([F:16])[F:15])[CH:12]=[CH:13][C:8]=1[C:3]1([O:2][CH3:1])[CH2:7][CH2:6][CH2:5][CH2:4]1. Given the reactants [CH3:1][O:2][C:3]1([C:8]2[CH:13]=[CH:12][C:11]([C:14]([F:17])([F:16])[F:15])=[CH:10][C:9]=2[CH2:18]O)[CH2:7][CH2:6][CH2:5][CH2:4]1.C(Br)(Br)(Br)[Br:21].C1(P(C2C=CC=CC=2)C2C=CC=CC=2)C=CC=CC=1, predict the reaction product. (3) Given the reactants Cl[C:2]1[CH:3]=[CH:4][C:5]2[N:6]([C:8]([CH2:11][C:12]3[C:13]([F:22])=[C:14]4[C:19](=[CH:20][CH:21]=3)[N:18]=[CH:17][CH:16]=[CH:15]4)=[CH:9][N:10]=2)[N:7]=1.[NH:23]1[CH2:28][CH2:27][NH:26][CH2:25][C:24]1=[O:29], predict the reaction product. The product is: [F:22][C:13]1[C:12]([CH2:11][C:8]2[N:6]3[N:7]=[C:2]([N:26]4[CH2:27][CH2:28][NH:23][C:24](=[O:29])[CH2:25]4)[CH:3]=[CH:4][C:5]3=[N:10][CH:9]=2)=[CH:21][CH:20]=[C:19]2[C:14]=1[CH:15]=[CH:16][CH:17]=[N:18]2. (4) Given the reactants [NH2:1][C:2]1[CH:7]=[CH:6][N:5]=[C:4]([N:8]2[CH2:13][CH2:12][C:11]([CH2:16][C:17]#[N:18])([O:14][CH3:15])[CH2:10][CH2:9]2)[N:3]=1.[CH:19]([N:23]1[C:31]2[CH:30]=[C:29](Cl)[N:28]=[CH:27][C:26]=2[C:25]([N:33]2[CH2:37][CH2:36][C@@H:35]([OH:38])[CH2:34]2)=[N:24]1)([CH2:21][CH3:22])[CH3:20].C1(P(C2CCCCC2)C2C(OC)=CC=C(OC)C=2C2C(C(C)C)=CC(C(C)C)=CC=2C(C)C)CCCCC1.C(=O)([O-])[O-].[Cs+].[Cs+], predict the reaction product. The product is: [CH:19]([N:23]1[C:31]2[CH:30]=[C:29]([NH:1][C:2]3[CH:7]=[CH:6][N:5]=[C:4]([N:8]4[CH2:13][CH2:12][C:11]([CH2:16][C:17]#[N:18])([O:14][CH3:15])[CH2:10][CH2:9]4)[N:3]=3)[N:28]=[CH:27][C:26]=2[C:25]([N:33]2[CH2:37][CH2:36][C@@H:35]([OH:38])[CH2:34]2)=[N:24]1)([CH2:21][CH3:22])[CH3:20]. (5) The product is: [Br:1][CH2:2][CH2:3][CH2:4][CH2:5][CH2:6][C:7]([O:9][CH3:14])=[O:8]. Given the reactants [Br:1][CH2:2][CH2:3][CH2:4][CH2:5][CH2:6][C:7]([OH:9])=[O:8].S(Cl)(Cl)=O.[CH3:14]O, predict the reaction product.